This data is from Catalyst prediction with 721,799 reactions and 888 catalyst types from USPTO. The task is: Predict which catalyst facilitates the given reaction. (1) Reactant: Cl[C:2]1[C:11]2[C:6](=[CH:7][C:8]([F:18])=[C:9]([N:12]3[CH2:17][CH2:16][O:15][CH2:14][CH2:13]3)[CH:10]=2)[N:5]=[C:4]([CH:19]=[CH:20][C:21]2[O:22][C:23]([N+:26]([O-:28])=[O:27])=[CH:24][CH:25]=2)[N:3]=1.[NH:29]1[CH2:33][C@@H:32]([OH:34])[C@H:31]([OH:35])[CH2:30]1. Product: [F:18][C:8]1[CH:7]=[C:6]2[C:11]([C:2]([N:29]3[CH2:33][C@@H:32]([OH:34])[C@H:31]([OH:35])[CH2:30]3)=[N:3][C:4](/[CH:19]=[CH:20]/[C:21]3[O:22][C:23]([N+:26]([O-:28])=[O:27])=[CH:24][CH:25]=3)=[N:5]2)=[CH:10][C:9]=1[N:12]1[CH2:17][CH2:16][O:15][CH2:14][CH2:13]1. The catalyst class is: 3. (2) The catalyst class is: 61. Reactant: [CH3:1][O:2][C:3]1[CH:27]=[C:26]([O:28][CH3:29])[CH:25]=[CH:24][C:4]=1[CH2:5][N:6]1[C:9](=[O:10])[C@@H:8]([NH:11][C:12](=[O:21])[O:13][CH2:14][C:15]2[CH:20]=[CH:19][CH:18]=[CH:17][CH:16]=2)[C@H:7]1[CH:22]=[O:23].[BH4-].[Na+]. Product: [CH3:1][O:2][C:3]1[CH:27]=[C:26]([O:28][CH3:29])[CH:25]=[CH:24][C:4]=1[CH2:5][N:6]1[C:9](=[O:10])[C@@H:8]([NH:11][C:12](=[O:21])[O:13][CH2:14][C:15]2[CH:20]=[CH:19][CH:18]=[CH:17][CH:16]=2)[C@H:7]1[CH2:22][OH:23]. (3) Reactant: [C:1]([O:5][C:6]([NH:8][C:9]1([CH3:15])[CH2:14][CH2:13][NH:12][CH2:11][CH2:10]1)=[O:7])([CH3:4])([CH3:3])[CH3:2].C(=O)([O-])[O-].[K+].[K+].Cl[C:23]1[N:28]=[CH:27][CH:26]=[CH:25][N:24]=1. Product: [C:1]([O:5][C:6]([NH:8][C:9]1([CH3:15])[CH2:10][CH2:11][N:12]([C:23]2[N:28]=[CH:27][CH:26]=[CH:25][N:24]=2)[CH2:13][CH2:14]1)=[O:7])([CH3:4])([CH3:2])[CH3:3]. The catalyst class is: 12. (4) Reactant: [CH2:1]([O:3][C:4](=[O:13])[C:5]1[CH:10]=[CH:9][C:8]([OH:11])=[C:7]([OH:12])[CH:6]=1)[CH3:2].[CH2:14](Br)[C:15]1[CH:20]=[CH:19][CH:18]=[CH:17][CH:16]=1.C(=O)([O-])[O-].[K+].[K+].[K+].[Br-]. Product: [CH2:1]([O:3][C:4](=[O:13])[C:5]1[CH:10]=[CH:9][C:8]([O:11][CH2:14][C:15]2[CH:20]=[CH:19][CH:18]=[CH:17][CH:16]=2)=[C:7]([O:12][CH2:4][C:5]2[CH:10]=[CH:9][CH:8]=[CH:7][CH:6]=2)[CH:6]=1)[CH3:2]. The catalyst class is: 21.